From a dataset of Full USPTO retrosynthesis dataset with 1.9M reactions from patents (1976-2016). Predict the reactants needed to synthesize the given product. (1) Given the product [CH3:25][Si:24]([CH3:27])([CH3:26])[C:14]1[CH:19]=[CH:18][CH:17]=[CH:16][C:15]=1[Si:24]([CH3:27])([CH3:26])[CH3:25], predict the reactants needed to synthesize it. The reactants are: [Mg].CN(C)P(N(C)C)(N(C)C)=O.Cl[C:14]1[CH:19]=[CH:18][CH:17]=[CH:16][C:15]=1Cl.II.Cl[Si:24]([CH3:27])([CH3:26])[CH3:25].C([O-])(O)=O.[Na+]. (2) The reactants are: [OH:1][C:2]1[C:3]([C:29]2[CH:34]=[CH:33][C:32]([CH3:35])=[CH:31][CH:30]=2)=[C:4]2[C:9](=[CH:10][CH:11]=1)[CH:8]=[C:7]([CH2:12][NH:13][C:14]([C:16]1[C:20]3[CH:21]=[CH:22][CH:23]=[CH:24][C:19]=3[O:18][C:17]=1[CH2:25][CH2:26][CH2:27][CH3:28])=[O:15])[CH:6]=[CH:5]2.Br[CH2:37][C:38]#[N:39].C(=O)([O-])[O-].[K+].[K+]. Given the product [C:38]([CH2:37][O:1][C:2]1[C:3]([C:29]2[CH:30]=[CH:31][C:32]([CH3:35])=[CH:33][CH:34]=2)=[C:4]2[C:9](=[CH:10][CH:11]=1)[CH:8]=[C:7]([CH2:12][NH:13][C:14]([C:16]1[C:20]3[CH:21]=[CH:22][CH:23]=[CH:24][C:19]=3[O:18][C:17]=1[CH2:25][CH2:26][CH2:27][CH3:28])=[O:15])[CH:6]=[CH:5]2)#[N:39], predict the reactants needed to synthesize it. (3) Given the product [C:12]([C:16]1[CH:17]=[CH:18][C:19]([S:22][C:29]2[CH:28]=[CH:27][C:26]([N+:31]([O-:33])=[O:32])=[CH:25][C:24]=2[Cl:23])=[CH:20][CH:21]=1)([CH3:15])([CH3:13])[CH3:14], predict the reactants needed to synthesize it. The reactants are: N12CCCN=C1CCCCC2.[C:12]([C:16]1[CH:21]=[CH:20][C:19]([SH:22])=[CH:18][CH:17]=1)([CH3:15])([CH3:14])[CH3:13].[Cl:23][C:24]1[CH:25]=[C:26]([N+:31]([O-:33])=[O:32])[CH:27]=[CH:28][C:29]=1Cl. (4) Given the product [NH2:24][C:20]1[N:21]([CH3:23])[O:22][C:18]2([C:11]3[C:12](=[CH:13][CH:14]=[C:9]([C:37]4[CH:38]=[C:33]([CH:34]=[CH:35][CH:36]=4)[C:31]#[N:32])[CH:10]=3)[O:15][CH:16]([C:25]3[CH:30]=[CH:29][CH:28]=[CH:27][CH:26]=3)[CH2:17]2)[N:19]=1, predict the reactants needed to synthesize it. The reactants are: OC(C(F)(F)F)=O.Br[C:9]1[CH:10]=[C:11]2[C:18]3([O:22][N:21]([CH3:23])[C:20](=[NH:24])[NH:19]3)[CH2:17][CH:16]([C:25]3[CH:30]=[CH:29][CH:28]=[CH:27][CH:26]=3)[O:15][C:12]2=[CH:13][CH:14]=1.[C:31]([C:33]1[CH:34]=[C:35](B(O)O)[CH:36]=[CH:37][CH:38]=1)#[N:32].C([O-])([O-])=O.[Cs+].[Cs+].